From a dataset of Forward reaction prediction with 1.9M reactions from USPTO patents (1976-2016). Predict the product of the given reaction. (1) The product is: [Cl:10][C:11]1[CH:12]=[C:13]2[C:18](=[C:19]([C:21]([NH:9][S:6]([CH:3]3[CH2:5][CH2:4]3)(=[O:8])=[O:7])=[O:22])[CH:20]=1)[NH:17][CH:16]([C:24]1[CH:29]=[CH:28][CH:27]=[C:26]([N:30]3[CH2:35][CH2:34][O:33][CH2:32][CH2:31]3)[CH:25]=1)[C:15]([CH3:37])([CH3:36])[CH2:14]2. Given the reactants [H-].[Na+].[CH:3]1([S:6]([NH2:9])(=[O:8])=[O:7])[CH2:5][CH2:4]1.[Cl:10][C:11]1[CH:12]=[C:13]2[C:18](=[C:19]([C:21](O)=[O:22])[CH:20]=1)[NH:17][CH:16]([C:24]1[CH:29]=[CH:28][CH:27]=[C:26]([N:30]3[CH2:35][CH2:34][O:33][CH2:32][CH2:31]3)[CH:25]=1)[C:15]([CH3:37])([CH3:36])[CH2:14]2.C(N1C=CN=C1)(N1C=CN=C1)=O, predict the reaction product. (2) Given the reactants [CH3:1][C:2]1[C:7]([OH:8])=[CH:6][CH:5]=[CH:4][N:3]=1.[H-].[Na+].Br[C:12]1[CH:13]=[C:14]([N+]([O-])=O)[C:15]([C:18]#[N:19])=[N:16][CH:17]=1.[C:23]1([SH:29])[CH:28]=[CH:27][CH:26]=[CH:25][CH:24]=1, predict the reaction product. The product is: [C:23]1([S:29][C:12]2[CH:13]=[C:14]([O:8][C:7]3[C:2]([CH3:1])=[N:3][CH:4]=[CH:5][CH:6]=3)[C:15]([C:18]#[N:19])=[N:16][CH:17]=2)[CH:28]=[CH:27][CH:26]=[CH:25][CH:24]=1. (3) Given the reactants C([O:8][C:9]1[N:14]=[CH:13][C:12]([CH2:15][N:16]2[CH:20]=[C:19]([C:21]3[CH:22]=[C:23]([NH:28][C:29]4[N:34]=[C:33]([CH:35]([F:37])[F:36])[CH:32]=[CH:31][N:30]=4)[CH:24]=[C:25]([CH3:27])[CH:26]=3)[N:18]=[N:17]2)=[CH:11][CH:10]=1)C1C=CC=CC=1, predict the reaction product. The product is: [F:37][CH:35]([F:36])[C:33]1[CH:32]=[CH:31][N:30]=[C:29]([NH:28][C:23]2[CH:22]=[C:21]([C:19]3[N:18]=[N:17][N:16]([CH2:15][C:12]4[CH:13]=[N:14][C:9](=[O:8])[CH2:10][CH:11]=4)[CH:20]=3)[CH:26]=[C:25]([CH3:27])[CH:24]=2)[N:34]=1. (4) Given the reactants [CH3:1][O:2][C:3]1[CH:4]=[C:5]2[C:10](=[CH:11][C:12]=1[O:13][CH2:14][CH2:15][N:16]1[CH2:21][CH2:20][O:19][CH2:18][CH2:17]1)[N:9]=[CH:8][CH:7]=[C:6]2[O:22][C:23]1[C:24]([CH3:33])=[N:25][C:26]2[C:31]([CH:32]=1)=[CH:30][CH:29]=[CH:28][CH:27]=2.[ClH:34].CO, predict the reaction product. The product is: [ClH:34].[CH3:1][O:2][C:3]1[CH:4]=[C:5]2[C:10](=[CH:11][C:12]=1[O:13][CH2:14][CH2:15][N:16]1[CH2:17][CH2:18][O:19][CH2:20][CH2:21]1)[N:9]=[CH:8][CH:7]=[C:6]2[O:22][C:23]1[C:24]([CH3:33])=[N:25][C:26]2[C:31]([CH:32]=1)=[CH:30][CH:29]=[CH:28][CH:27]=2. (5) Given the reactants [NH2:1][C:2]1[CH:6]=[C:5]([C:7]2[CH:8]=[N:9][CH:10]=[CH:11][CH:12]=2)[S:4][C:3]=1[C:13]([OH:15])=[O:14].[Cl:16][C:17]1[CH:22]=[CH:21][CH:20]=[C:19]([Cl:23])[C:18]=1[N:24]=[C:25]=[O:26].C(N(CC)CC)C.Cl, predict the reaction product. The product is: [Cl:16][C:17]1[CH:22]=[CH:21][CH:20]=[C:19]([Cl:23])[C:18]=1[NH:24][C:25]([NH:1][C:2]1[CH:6]=[C:5]([C:7]2[CH:8]=[N:9][CH:10]=[CH:11][CH:12]=2)[S:4][C:3]=1[C:13]([OH:15])=[O:14])=[O:26]. (6) Given the reactants [C:1]([C:5]1[CH:6]=[C:7]([CH:9]=[C:10]([I:14])[C:11]=1[O:12][CH3:13])[NH2:8])([CH3:4])([CH3:3])[CH3:2].[N:15]([CH2:18][C:19]([O:21][CH2:22][CH3:23])=[O:20])=[C:16]=[O:17], predict the reaction product. The product is: [C:1]([C:5]1[CH:6]=[C:7]([NH:8][C:16](=[O:17])[NH:15][CH2:18][C:19]([O:21][CH2:22][CH3:23])=[O:20])[CH:9]=[C:10]([I:14])[C:11]=1[O:12][CH3:13])([CH3:4])([CH3:2])[CH3:3].